From a dataset of Full USPTO retrosynthesis dataset with 1.9M reactions from patents (1976-2016). Predict the reactants needed to synthesize the given product. (1) Given the product [F:10][C:5]1[CH:4]=[CH:3][C:2]2[NH:1][C:13](=[O:14])[CH2:12][O:8][C:7]=2[C:6]=1[F:9], predict the reactants needed to synthesize it. The reactants are: [NH2:1][C:2]1[C:7]([OH:8])=[C:6]([F:9])[C:5]([F:10])=[CH:4][CH:3]=1.Cl[CH2:12][C:13](Cl)=[O:14].C([O-])([O-])=O.[K+].[K+]. (2) Given the product [CH3:1][N:2]([CH3:10])[C:3]1[CH:8]=[CH:7][C:6]([NH:9][C:31]2[N:30]=[C:29]([C:22]3[C:23]4[C:24](=[N:25][CH:26]=[CH:27][CH:28]=4)[NH:20][CH:21]=3)[CH:34]=[CH:33][N:32]=2)=[CH:5][CH:4]=1, predict the reactants needed to synthesize it. The reactants are: [CH3:1][N:2]([CH3:10])[C:3]1[CH:8]=[CH:7][C:6]([NH2:9])=[CH:5][CH:4]=1.C1(S([N:20]2[C:24]3=[N:25][CH:26]=[CH:27][CH:28]=[C:23]3[C:22]([C:29]3[CH:34]=[CH:33][N:32]=[C:31](Cl)[N:30]=3)=[CH:21]2)(=O)=O)C=CC=CC=1. (3) Given the product [C:50]([C:49]1[CH:52]=[C:53]([C:56]2[O:60][N:59]=[C:58]([C:61]3[C:62]([CH3:71])=[C:63]4[C:68](=[CH:69][CH:70]=3)[CH2:67][N:66]([C:11](=[O:13])[CH2:10][CH2:9][NH:8][C:6](=[O:7])[O:5][C:2]([CH3:1])([CH3:3])[CH3:4])[CH2:65][CH2:64]4)[N:57]=2)[CH:54]=[CH:55][C:48]=1[O:47][CH:45]([CH3:46])[CH3:44])#[N:51], predict the reactants needed to synthesize it. The reactants are: [CH3:1][C:2]([O:5][C:6]([NH:8][CH2:9][CH2:10][C:11]([OH:13])=O)=[O:7])([CH3:4])[CH3:3].C(N1CCOCC1)C.C1C=C2N=NN(O)C2=CC=1.O.C(Cl)CCl.FC(F)(F)C(O)=O.[CH3:44][CH:45]([O:47][C:48]1[CH:55]=[CH:54][C:53]([C:56]2[O:60][N:59]=[C:58]([C:61]3[C:62]([CH3:71])=[C:63]4[C:68](=[CH:69][CH:70]=3)[CH2:67][NH:66][CH2:65][CH2:64]4)[N:57]=2)=[CH:52][C:49]=1[C:50]#[N:51])[CH3:46].